Dataset: Full USPTO retrosynthesis dataset with 1.9M reactions from patents (1976-2016). Task: Predict the reactants needed to synthesize the given product. (1) Given the product [C:20]([O:24][C:25]([N:27]1[CH2:32][C@@H:31]2[CH2:33][C@H:28]1[CH2:29][N:30]2[C:34]([C:36]1[CH:37]=[N:38][C:39]([NH:42][C:10]2[N:11]=[CH:12][C:7]3[CH:6]=[C:5]([C:3](=[O:4])[NH:2][CH3:1])[N:14]([CH:15]4[CH2:19][CH2:18][CH2:17][CH2:16]4)[C:8]=3[N:9]=2)=[CH:40][CH:41]=1)=[O:35])=[O:26])([CH3:23])([CH3:21])[CH3:22], predict the reactants needed to synthesize it. The reactants are: [CH3:1][NH:2][C:3]([C:5]1[N:14]([CH:15]2[CH2:19][CH2:18][CH2:17][CH2:16]2)[C:8]2[N:9]=[C:10](Cl)[N:11]=[CH:12][C:7]=2[CH:6]=1)=[O:4].[C:20]([O:24][C:25]([N:27]1[CH2:32][C@@H:31]2[CH2:33][C@H:28]1[CH2:29][N:30]2[C:34]([C:36]1[CH:37]=[N:38][C:39]([NH2:42])=[CH:40][CH:41]=1)=[O:35])=[O:26])([CH3:23])([CH3:22])[CH3:21]. (2) Given the product [Br:3][C:4]1[CH:9]=[CH:8][C:7]([C:10]2([C:11]#[N:12])[CH2:16][C:15]([O:20][CH3:21])([O:18][CH3:19])[CH2:14]2)=[CH:6][CH:5]=1, predict the reactants needed to synthesize it. The reactants are: [H-].[Na+].[Br:3][C:4]1[CH:9]=[CH:8][C:7]([CH2:10][C:11]#[N:12])=[CH:6][CH:5]=1.Br[CH2:14][C:15]([O:20][CH3:21])([O:18][CH3:19])[CH2:16]Br.O.